From a dataset of Merck oncology drug combination screen with 23,052 pairs across 39 cell lines. Regression. Given two drug SMILES strings and cell line genomic features, predict the synergy score measuring deviation from expected non-interaction effect. (1) Drug 1: NC1CCCCC1N.O=C(O)C(=O)O.[Pt+2]. Drug 2: CCc1cnn2c(NCc3ccc[n+]([O-])c3)cc(N3CCCCC3CCO)nc12. Cell line: HT144. Synergy scores: synergy=-6.19. (2) Drug 1: CCC1(O)CC2CN(CCc3c([nH]c4ccccc34)C(C(=O)OC)(c3cc4c(cc3OC)N(C)C3C(O)(C(=O)OC)C(OC(C)=O)C5(CC)C=CCN6CCC43C65)C2)C1. Drug 2: COC1CC2CCC(C)C(O)(O2)C(=O)C(=O)N2CCCCC2C(=O)OC(C(C)CC2CCC(OP(C)(C)=O)C(OC)C2)CC(=O)C(C)C=C(C)C(O)C(OC)C(=O)C(C)CC(C)C=CC=CC=C1C. Cell line: MSTO. Synergy scores: synergy=69.3.